Dataset: Forward reaction prediction with 1.9M reactions from USPTO patents (1976-2016). Task: Predict the product of the given reaction. (1) Given the reactants [Cl:1][C:2]1[CH:3]=[CH:4][C:5]([I:9])=[C:6]([OH:8])[CH:7]=1.C1C=CC(P(C2C=CC=CC=2)C2C=CC=CC=2)=CC=1.CC(OC(/N=N/C(OC(C)C)=O)=O)C.[C:43]([O:47][C:48]([C@@H:50]1[CH2:54][CH2:53][CH2:52][N:51]1[CH2:55][CH2:56]O)=[O:49])([CH3:46])([CH3:45])[CH3:44], predict the reaction product. The product is: [C:43]([O:47][C:48]([C@@H:50]1[CH2:54][CH2:53][CH2:52][N:51]1[CH2:55][CH2:56][O:8][C:6]1[CH:7]=[C:2]([Cl:1])[CH:3]=[CH:4][C:5]=1[I:9])=[O:49])([CH3:46])([CH3:45])[CH3:44]. (2) Given the reactants F[C:2]1[CH:9]=[CH:8][C:7]([CH:10]=[O:11])=[CH:6][C:3]=1[C:4]#[N:5].[F:12][C:13]1[CH:14]=[C:15]([OH:21])[CH:16]=[C:17]([F:20])[C:18]=1[F:19], predict the reaction product. The product is: [CH:10]([C:7]1[CH:8]=[CH:9][C:2]([O:21][C:15]2[CH:14]=[C:13]([F:12])[C:18]([F:19])=[C:17]([F:20])[CH:16]=2)=[C:3]([CH:6]=1)[C:4]#[N:5])=[O:11]. (3) The product is: [CH3:3][NH:5][N+:8]([O-:10])=[O:9].[CH2:3]([NH:5][N+:8]([O-:11])=[O:9])[CH3:4]. Given the reactants CN.[CH2:3]([NH2:5])[CH3:4].[OH-].[Na+].[N+:8]([O-:11])([OH:10])=[O:9].N, predict the reaction product. (4) Given the reactants [H-].[Na+].[OH:3][CH2:4][CH:5]([CH2:7][OH:8])[OH:6].[CH3:9][C:10]([CH2:25][CH2:26][CH2:27][CH:28]([CH3:40])[CH2:29][CH2:30][CH2:31][CH:32]([CH3:39])[CH2:33][CH2:34][CH2:35][CH:36]([CH3:38])[CH3:37])=[CH:11][CH2:12][CH2:13]OS(C1C=CC(C)=CC=1)(=O)=O.O, predict the reaction product. The product is: [CH3:9][C:10]([CH2:25][CH2:26][CH2:27][CH:28]([CH3:40])[CH2:29][CH2:30][CH2:31][CH:32]([CH3:39])[CH2:33][CH2:34][CH2:35][CH:36]([CH3:38])[CH3:37])=[CH:11][CH2:12][CH2:13][O:3][CH2:4][CH:5]([CH2:7][OH:8])[OH:6]. (5) Given the reactants [Cl:1][C:2]1[CH:7]=[CH:6][CH:5]=[CH:4][C:3]=1[CH:8]1[CH2:19][C:18]2[N:17]([CH2:20][CH2:21][O:22][CH2:23][CH2:24][O:25][CH2:26][CH3:27])[CH:16]=[CH:15][C:14]=2[CH:13]2[CH:9]1[C:10](=[O:29])[NH:11][C:12]2=[O:28], predict the reaction product. The product is: [Cl:1][C:2]1[CH:7]=[CH:6][CH:5]=[CH:4][C:3]=1[C:8]1[CH:19]=[C:18]2[C:14]([CH:15]=[CH:16][N:17]2[CH2:20][CH2:21][O:22][CH2:23][CH2:24][O:25][CH2:26][CH3:27])=[C:13]2[C:9]=1[C:10](=[O:29])[NH:11][C:12]2=[O:28].